From a dataset of M1 muscarinic receptor antagonist screen with 61,756 compounds. Binary Classification. Given a drug SMILES string, predict its activity (active/inactive) in a high-throughput screening assay against a specified biological target. (1) The result is 1 (active). The molecule is Clc1cc2c(/C(=C3\CCN(CC3)C(OCC)=O)c3ncccc3CC2)cc1. (2) The result is 0 (inactive). The drug is S(c1nc2c(cc(c(c2)C)C)c(n1)C)CC(O)=O. (3) The result is 0 (inactive). The compound is O=c1ncn(Cc2ccccc2)c(c1C#N)/C=C\N(C)C.